This data is from KCNQ2 potassium channel screen with 302,405 compounds. The task is: Binary Classification. Given a drug SMILES string, predict its activity (active/inactive) in a high-throughput screening assay against a specified biological target. (1) The result is 0 (inactive). The drug is Fc1ccc(n2c(nc3c(c2=O)cccc3)CN2CCCCCC2)cc1. (2) The result is 0 (inactive). The drug is S(=O)(=O)(N1C2(OCC1)CCN(S(=O)(=O)c1c(OC)ccc(c1)C)CC2)c1ccc(OC)cc1. (3) The molecule is ClCC1NCC(c2c1[nH]c1c2cccc1)c1c(Cl)cccc1. The result is 0 (inactive).